From a dataset of NCI-60 drug combinations with 297,098 pairs across 59 cell lines. Regression. Given two drug SMILES strings and cell line genomic features, predict the synergy score measuring deviation from expected non-interaction effect. (1) Drug 1: CC1=C2C(C(=O)C3(C(CC4C(C3C(C(C2(C)C)(CC1OC(=O)C(C(C5=CC=CC=C5)NC(=O)OC(C)(C)C)O)O)OC(=O)C6=CC=CC=C6)(CO4)OC(=O)C)OC)C)OC. Drug 2: CN(C(=O)NC(C=O)C(C(C(CO)O)O)O)N=O. Cell line: MCF7. Synergy scores: CSS=41.9, Synergy_ZIP=6.29, Synergy_Bliss=6.32, Synergy_Loewe=-17.8, Synergy_HSA=6.65. (2) Cell line: HCT116. Drug 2: CCC(=C(C1=CC=CC=C1)C2=CC=C(C=C2)OCCN(C)C)C3=CC=CC=C3.C(C(=O)O)C(CC(=O)O)(C(=O)O)O. Synergy scores: CSS=14.7, Synergy_ZIP=-5.06, Synergy_Bliss=-4.74, Synergy_Loewe=-6.65, Synergy_HSA=-5.11. Drug 1: CC(CN1CC(=O)NC(=O)C1)N2CC(=O)NC(=O)C2. (3) Drug 1: CS(=O)(=O)OCCCCOS(=O)(=O)C. Drug 2: CC(C)CN1C=NC2=C1C3=CC=CC=C3N=C2N. Cell line: NCI-H226. Synergy scores: CSS=6.84, Synergy_ZIP=-3.62, Synergy_Bliss=-6.19, Synergy_Loewe=-7.59, Synergy_HSA=-9.62. (4) Drug 1: CCC1(CC2CC(C3=C(CCN(C2)C1)C4=CC=CC=C4N3)(C5=C(C=C6C(=C5)C78CCN9C7C(C=CC9)(C(C(C8N6C)(C(=O)OC)O)OC(=O)C)CC)OC)C(=O)OC)O.OS(=O)(=O)O. Drug 2: CCCCCOC(=O)NC1=NC(=O)N(C=C1F)C2C(C(C(O2)C)O)O. Cell line: PC-3. Synergy scores: CSS=-0.792, Synergy_ZIP=-0.297, Synergy_Bliss=-1.31, Synergy_Loewe=-1.89, Synergy_HSA=-1.89. (5) Drug 1: C1C(C(OC1N2C=C(C(=O)NC2=O)F)CO)O. Drug 2: C1=NC2=C(N1)C(=S)N=CN2. Cell line: PC-3. Synergy scores: CSS=38.9, Synergy_ZIP=-5.33, Synergy_Bliss=3.72, Synergy_Loewe=3.74, Synergy_HSA=4.00. (6) Drug 1: CN1CCC(CC1)COC2=C(C=C3C(=C2)N=CN=C3NC4=C(C=C(C=C4)Br)F)OC. Drug 2: B(C(CC(C)C)NC(=O)C(CC1=CC=CC=C1)NC(=O)C2=NC=CN=C2)(O)O. Cell line: HL-60(TB). Synergy scores: CSS=-10.2, Synergy_ZIP=-2.29, Synergy_Bliss=-14.9, Synergy_Loewe=-25.7, Synergy_HSA=-21.6.